Dataset: Forward reaction prediction with 1.9M reactions from USPTO patents (1976-2016). Task: Predict the product of the given reaction. Given the reactants C[Si](C)(C)[C:3]1[CH:7]=[C:6]([C:8]([O:10][CH2:11][CH3:12])=[O:9])[NH:5][N:4]=1.C(OCC=[N+]=[N-])(=O)C.C([C:25]1[CH:30]=[CH:29][CH:28]=[CH:27][N:26]=1)#C, predict the reaction product. The product is: [N:26]1[CH:27]=[CH:28][CH:29]=[CH:30][C:25]=1[C:3]1[CH:7]=[C:6]([C:8]([O:10][CH2:11][CH3:12])=[O:9])[NH:5][N:4]=1.